From a dataset of Tox21: 12 toxicity assays (nuclear receptors and stress response pathways). Binary classification across 12 toxicity assays. The molecule is CCCCCCCCCCCCCCCCCC[N+](C)(C)Cc1ccccc1. It tested positive (active) for: SR-MMP (Mitochondrial Membrane Potential disruption).